From a dataset of Full USPTO retrosynthesis dataset with 1.9M reactions from patents (1976-2016). Predict the reactants needed to synthesize the given product. Given the product [ClH:62].[F:8][C:6]1[CH:5]=[C:4]([S:9]([C:12]2[CH:13]=[C:14]3[C:18](=[CH:19][CH:20]=2)[NH:17][N:16]=[C:15]3[NH:40][C:41](=[O:61])[C:42]2[CH:47]=[CH:46][C:45]([N:48]([CH3:57])[CH2:49][CH2:50][N:51]3[CH2:52][CH2:53][CH2:54][CH2:55][CH2:56]3)=[CH:44][C:43]=2[N+:58]([O-:60])=[O:59])(=[O:11])=[O:10])[CH:3]=[C:2]([F:1])[CH:7]=1, predict the reactants needed to synthesize it. The reactants are: [F:1][C:2]1[CH:3]=[C:4]([S:9]([C:12]2[CH:13]=[C:14]3[C:18](=[CH:19][CH:20]=2)[N:17](C(C2C=CC=CC=2)(C2C=CC=CC=2)C2C=CC=CC=2)[N:16]=[C:15]3[NH:40][C:41](=[O:61])[C:42]2[CH:47]=[CH:46][C:45]([N:48]([CH3:57])[CH2:49][CH2:50][N:51]3[CH2:56][CH2:55][CH2:54][CH2:53][CH2:52]3)=[CH:44][C:43]=2[N+:58]([O-:60])=[O:59])(=[O:11])=[O:10])[CH:5]=[C:6]([F:8])[CH:7]=1.[ClH:62].